Dataset: Full USPTO retrosynthesis dataset with 1.9M reactions from patents (1976-2016). Task: Predict the reactants needed to synthesize the given product. (1) Given the product [NH2:1][N:3]1[C:11]2[C:6](=[CH:7][CH:8]=[CH:9][CH:10]=2)[CH2:5][CH2:4]1, predict the reactants needed to synthesize it. The reactants are: [N:1]([N:3]1[C:11]2[C:6](=[CH:7][CH:8]=[CH:9][CH:10]=2)[CH2:5][CH2:4]1)=O.[H-].[H-].[H-].[H-].[Li+].[Al+3].CCOCC.[OH-].[Na+]. (2) Given the product [Br:16][CH:6]1[C:5]2[C:10](=[CH:11][CH:12]=[C:3]([O:2][CH3:1])[CH:4]=2)[C:9](=[O:13])[C:8]([CH3:15])([CH3:14])[CH2:7]1, predict the reactants needed to synthesize it. The reactants are: [CH3:1][O:2][C:3]1[CH:4]=[C:5]2[C:10](=[CH:11][CH:12]=1)[C:9](=[O:13])[C:8]([CH3:15])([CH3:14])[CH2:7][CH2:6]2.[Br:16]N1C(=O)CCC1=O.CC(N=NC(C#N)(C)C)(C#N)C. (3) Given the product [CH2:9]([O:8][C:5]1[N:4]=[C:3]([O:11][CH2:12][CH3:13])[C:2]([B:14]([OH:18])[OH:15])=[CH:7][N:6]=1)[CH3:10], predict the reactants needed to synthesize it. The reactants are: Br[C:2]1[C:3]([O:11][CH2:12][CH3:13])=[N:4][C:5]([O:8][CH2:9][CH3:10])=[N:6][CH:7]=1.[B:14]1(B2OC(C)(C)C(C)(C)O2)[O:18]C(C)(C)C(C)(C)[O:15]1.C([O-])(=O)C.[K+].